This data is from Experimentally validated miRNA-target interactions with 360,000+ pairs, plus equal number of negative samples. The task is: Binary Classification. Given a miRNA mature sequence and a target amino acid sequence, predict their likelihood of interaction. (1) The miRNA is rno-miR-351-3p with sequence GGUCAAGAGGCGCCUGGGAAC. The protein sequence of the target gene is MAQRGGARRPRGDRERLGSRLRALRPGREPRQSEPPAQRGPPPSGRPPARSTASGHDRPTRGAAAGARRPRMKKKTRRRSTRSEELTRSEELTLSEEATWSEEATQSEEATQGEEMNRSQEVTRDEESTRSEEVTREEMAAAGLTVTVTHSNEKHDLHVTSQQGSSEPVVQDLAQVVEEVIGVPQSFQKLIFKGKSLKEMETPLSALGIQDGCRVMLIGKKNSPQEEVELKKLKHLEKSVEKIADQLEELNKELTGIQQGFLPKDLQAEALCKLDRRVKATIEQFMKILEEIDTLILPEN.... Result: 0 (no interaction). (2) The miRNA is hsa-miR-6766-3p with sequence UGAUUGUCUUCCCCCACCCUCA. The protein sequence of the target gene is MPATRKPMRYGHTEGHTEVCFDDSGSFIVTCGSDGDVRIWEDLDDDDPKFINVGEKAYSCALKSGKLVTAVSNNTIQVHTFPEGVPDGILTRFTTNANHVVFNGDGTKIAAGSSDFLVKIVDVMDSSQQKTFRGHDAPVLSLSFDPKDIFLASASCDGSVRVWQISDQTCAISWPLLQKCNDVINAKSICRLAWQPKSGKLLAIPVEKSVKLYRRESWSHQFDLSDNFISQTLNIVTWSPCGQYLAAGSINGLIIVWNVETKDCMERVKHEKGYAICGLAWHPTCGRISYTDAEGNLGLL.... Result: 0 (no interaction). (3) The miRNA is mmu-miR-21a-5p with sequence UAGCUUAUCAGACUGAUGUUGA. The protein sequence of the target gene is MSEELSAATSYTEDDFYCPVCQEVLKTPVRTAACQHVFCRKCFLTAMRESGIHCPLCRGSVTRRERACPERALDLENIMRRFSGSCRCCSKKIKFYRMRHHYKSCKKYQDEYGVSSVIPNFKISQDSVRSSNRSETSASDNTETYQEDTSSSGHPTFKCPLCQESNFTRQRLLDHCNSNHLFQIVPVTCPICVSLPWGDPSQITRNFVSHLNQRHQFDYGEFVNLQLDEETQYQTAVEESFQVNM. Result: 0 (no interaction). (4) The miRNA is hsa-miR-193b-3p with sequence AACUGGCCCUCAAAGUCCCGCU. The protein sequence of the target gene is MQRDFRWLWVYEIGYAADNSRTLNVDSTAMTLPMSDPTAWATAMNNLGMAPLGIAGQPILPDFDPALGMMTGIPPITPMMPGLGIVPPPIPPDMPVVKEIIHCKSCTLFPPNPNLPPPATRERPPGCKTVFVGGLPENGTEQIIVEVFEQCGEIIAIRKSKKNFCHIRFAEEYMVDKALYLSGYRIRLGSSTDKKDTGRLHVDFAQARDDLYEWECKQRMLAREERHRRRMEEERLRPPSPPPVVHYSDHECSIVAEKLKDDSKFSEAVQTLLTWIERGEVNRRSANNFYSMIQSANSHV.... Result: 1 (interaction). (5) The miRNA is hsa-miR-30d-3p with sequence CUUUCAGUCAGAUGUUUGCUGC. The protein sequence of the target gene is MSAATQSPMMQMASGNGASDRDPLPPGWEIKIDPQTGWPFFVDHNSRTTTWNDPRVPPEGPKDTASSANGPSRDGSRLLPIREGHPIYPQLRPGYIPIPVLHEGSENRQPHLFHAYSQPGVQRFRTEAAAATPQRSQSPLRGGMTEAAQTDKQCGQMPATATTAAAQPPTAHGPERSQSPAASDCSSSSSSASLPSSGRSSLGSHQLPRGYIPIPVIHEQNITRPAAQPSFHQAQKTHYPAQQGEYQPQQPVYHKIQGDDWEPRPLRAASPFRSPVRGASSREGSPARSGTPVHCPSPIR.... Result: 0 (no interaction).